Dataset: NCI-60 drug combinations with 297,098 pairs across 59 cell lines. Task: Regression. Given two drug SMILES strings and cell line genomic features, predict the synergy score measuring deviation from expected non-interaction effect. (1) Drug 1: CNC(=O)C1=CC=CC=C1SC2=CC3=C(C=C2)C(=NN3)C=CC4=CC=CC=N4. Drug 2: C1CN1P(=S)(N2CC2)N3CC3. Cell line: NCI-H522. Synergy scores: CSS=14.5, Synergy_ZIP=-6.41, Synergy_Bliss=-3.02, Synergy_Loewe=-1.25, Synergy_HSA=-1.06. (2) Drug 1: CCCCCOC(=O)NC1=NC(=O)N(C=C1F)C2C(C(C(O2)C)O)O. Drug 2: CC1=C2C(C(=O)C3(C(CC4C(C3C(C(C2(C)C)(CC1OC(=O)C(C(C5=CC=CC=C5)NC(=O)C6=CC=CC=C6)O)O)OC(=O)C7=CC=CC=C7)(CO4)OC(=O)C)O)C)OC(=O)C. Cell line: HS 578T. Synergy scores: CSS=5.86, Synergy_ZIP=-5.84, Synergy_Bliss=-9.61, Synergy_Loewe=-40.0, Synergy_HSA=-12.8. (3) Synergy scores: CSS=3.02, Synergy_ZIP=1.22, Synergy_Bliss=3.88, Synergy_Loewe=-1.47, Synergy_HSA=1.66. Drug 1: CN1CCC(CC1)COC2=C(C=C3C(=C2)N=CN=C3NC4=C(C=C(C=C4)Br)F)OC. Cell line: SW-620. Drug 2: C1C(C(OC1N2C=NC3=C2NC=NCC3O)CO)O. (4) Drug 1: CNC(=O)C1=CC=CC=C1SC2=CC3=C(C=C2)C(=NN3)C=CC4=CC=CC=N4. Drug 2: CC(C)NC(=O)C1=CC=C(C=C1)CNNC.Cl. Cell line: A549. Synergy scores: CSS=3.83, Synergy_ZIP=-1.20, Synergy_Bliss=-4.59, Synergy_Loewe=-15.2, Synergy_HSA=-8.23. (5) Drug 1: CC(C1=C(C=CC(=C1Cl)F)Cl)OC2=C(N=CC(=C2)C3=CN(N=C3)C4CCNCC4)N. Drug 2: CC1OCC2C(O1)C(C(C(O2)OC3C4COC(=O)C4C(C5=CC6=C(C=C35)OCO6)C7=CC(=C(C(=C7)OC)O)OC)O)O. Cell line: MALME-3M. Synergy scores: CSS=15.0, Synergy_ZIP=-6.09, Synergy_Bliss=4.42, Synergy_Loewe=-1.10, Synergy_HSA=4.34. (6) Drug 1: C1C(C(OC1N2C=NC3=C2NC=NCC3O)CO)O. Drug 2: CC12CCC3C(C1CCC2OP(=O)(O)O)CCC4=C3C=CC(=C4)OC(=O)N(CCCl)CCCl.[Na+]. Cell line: BT-549. Synergy scores: CSS=4.67, Synergy_ZIP=-2.92, Synergy_Bliss=2.29, Synergy_Loewe=0.332, Synergy_HSA=0.498. (7) Drug 1: CS(=O)(=O)C1=CC(=C(C=C1)C(=O)NC2=CC(=C(C=C2)Cl)C3=CC=CC=N3)Cl. Drug 2: COC1=C2C(=CC3=C1OC=C3)C=CC(=O)O2. Cell line: BT-549. Synergy scores: CSS=3.33, Synergy_ZIP=0.704, Synergy_Bliss=5.53, Synergy_Loewe=3.40, Synergy_HSA=3.63. (8) Drug 1: C1CC(=O)NC(=O)C1N2CC3=C(C2=O)C=CC=C3N. Drug 2: C1=CC(=CC=C1CCC2=CNC3=C2C(=O)NC(=N3)N)C(=O)NC(CCC(=O)O)C(=O)O. Cell line: EKVX. Synergy scores: CSS=-4.97, Synergy_ZIP=-1.56, Synergy_Bliss=-8.49, Synergy_Loewe=-8.42, Synergy_HSA=-8.83. (9) Drug 1: CN1C(=O)N2C=NC(=C2N=N1)C(=O)N. Drug 2: C1CCC(C(C1)N)N.C(=O)(C(=O)[O-])[O-].[Pt+4]. Cell line: LOX IMVI. Synergy scores: CSS=39.1, Synergy_ZIP=-4.31, Synergy_Bliss=4.53, Synergy_Loewe=-4.36, Synergy_HSA=3.40. (10) Drug 1: CN1CCC(CC1)COC2=C(C=C3C(=C2)N=CN=C3NC4=C(C=C(C=C4)Br)F)OC. Drug 2: C1C(C(OC1N2C=NC3=C2NC=NCC3O)CO)O. Cell line: EKVX. Synergy scores: CSS=22.0, Synergy_ZIP=-3.48, Synergy_Bliss=-0.0120, Synergy_Loewe=0.547, Synergy_HSA=2.18.